Task: Predict the product of the given reaction.. Dataset: Forward reaction prediction with 1.9M reactions from USPTO patents (1976-2016) The product is: [C:35]([N:32]1[CH2:33][CH2:34][C:29]2[N:28]([CH:38]3[CH2:39][CH2:40][O:41][CH2:42][CH2:43]3)[N:27]=[C:26]([N:13]3[C:14]4[C:9](=[CH:8][C:7]([C:5]5[CH:4]=[N:3][N:2]([CH3:1])[CH:6]=5)=[C:16]([B:17]([OH:18])[OH:21])[CH:15]=4)[CH2:10][CH2:11][CH2:12]3)[C:30]=2[CH2:31]1)(=[O:37])[CH3:36]. Given the reactants [CH3:1][N:2]1[CH:6]=[C:5]([C:7]2[CH:8]=[C:9]3[C:14](=[CH:15][C:16]=2[B:17]2[O:21]C(C)(C)C(C)(C)[O:18]2)[N:13]([C:26]2[C:30]4[CH2:31][N:32]([C:35](=[O:37])[CH3:36])[CH2:33][CH2:34][C:29]=4[N:28]([CH:38]4[CH2:43][CH2:42][O:41][CH2:40][CH2:39]4)[N:27]=2)[CH2:12][CH2:11][CH2:10]3)[CH:4]=[N:3]1.I([O-])(=O)(=O)=O.[Na+], predict the reaction product.